Dataset: Peptide-MHC class II binding affinity with 134,281 pairs from IEDB. Task: Regression. Given a peptide amino acid sequence and an MHC pseudo amino acid sequence, predict their binding affinity value. This is MHC class II binding data. (1) The peptide sequence is MAISGDDCVVKPIDDRF. The MHC is DRB1_0405 with pseudo-sequence DRB1_0405. The binding affinity (normalized) is 0.286. (2) The peptide sequence is YFESFVREFVATART. The MHC is DRB1_0404 with pseudo-sequence DRB1_0404. The binding affinity (normalized) is 0.375. (3) The peptide sequence is FDTFVNGVAPVEKRLA. The MHC is H-2-IAb with pseudo-sequence H-2-IAb. The binding affinity (normalized) is 0.341. (4) The peptide sequence is EKKYFAWTQFEPLAA. The MHC is HLA-DPA10103-DPB10401 with pseudo-sequence HLA-DPA10103-DPB10401. The binding affinity (normalized) is 1.00. (5) The peptide sequence is EEDIEIKPIQEEEY. The MHC is HLA-DPA10201-DPB10501 with pseudo-sequence HLA-DPA10201-DPB10501. The binding affinity (normalized) is 0.111. (6) The peptide sequence is KMIGGIGGFVKVRQYDQIPI. The MHC is HLA-DQA10101-DQB10501 with pseudo-sequence HLA-DQA10101-DQB10501. The binding affinity (normalized) is 0.424.